From a dataset of Reaction yield outcomes from USPTO patents with 853,638 reactions. Predict the reaction yield, written as a fraction of the theoretical maximum amount of product (1.0 means a 100% yield; for example, 0.34 means a 34% yield). (1) The reactants are [N+:1]([C:4]1[CH:9]=[CH:8][CH:7]=[CH:6][C:5]=1B(O)O)([O-:3])=[O:2].Br[C:14]1[CH:20]=[CH:19][C:17]([NH2:18])=[C:16]([CH2:21][CH3:22])[CH:15]=1. The catalyst is C1C=CC([P]([Pd]([P](C2C=CC=CC=2)(C2C=CC=CC=2)C2C=CC=CC=2)([P](C2C=CC=CC=2)(C2C=CC=CC=2)C2C=CC=CC=2)[P](C2C=CC=CC=2)(C2C=CC=CC=2)C2C=CC=CC=2)(C2C=CC=CC=2)C2C=CC=CC=2)=CC=1. The product is [NH2:18][C:17]1[CH:19]=[CH:20][C:14]([C:6]2[CH:7]=[CH:8][CH:9]=[C:4]([N+:1]([O-:3])=[O:2])[CH:5]=2)=[CH:15][C:16]=1[CH2:21][CH3:22]. The yield is 0.200. (2) The reactants are [CH3:1][O:2][C:3]1[CH:8]=[CH:7][C:6]([C:9]2[CH:14]=[CH:13][CH:12]=[CH:11][C:10]=2[N+:15]([O-])=O)=[CH:5][CH:4]=1. The catalyst is C(OP(OCC)OCC)C. The product is [CH3:1][O:2][C:3]1[CH:8]=[CH:7][C:6]2[C:9]3[C:10](=[CH:11][CH:12]=[CH:13][CH:14]=3)[NH:15][C:5]=2[CH:4]=1. The yield is 0.930. (3) The reactants are Br[C:2]1[CH:7]=[CH:6][C:5]([OH:8])=[CH:4][C:3]=1[F:9].[CH3:10][NH:11][C:12]1[CH:17]=[CH:16][CH:15]=[CH:14][CH:13]=1. No catalyst specified. The product is [F:9][C:3]1[CH:4]=[C:5]([OH:8])[CH:6]=[CH:7][C:2]=1[N:11]([CH3:10])[C:12]1[CH:17]=[CH:16][CH:15]=[CH:14][CH:13]=1. The yield is 0.180. (4) The reactants are [C:1]([O:5][C:6](=[O:30])[CH2:7][CH2:8][C@H:9]([NH2:29])[CH2:10][O:11][Si](C(C)(C)C)(C1C=CC=CC=1)C1C=CC=CC=1)([CH3:4])([CH3:3])[CH3:2].[CH2:31]([O:33][C:34]([C:36]1[C:45](=[O:46])[C:44]2[C:39](=[C:40]([CH:49]=[O:50])[C:41](F)=[C:42]([F:47])[CH:43]=2)[N:38]([CH:51]2[CH2:53][CH2:52]2)[CH:37]=1)=[O:35])[CH3:32].C(N(CC)C(C)C)(C)C. The catalyst is CN1CCCC1=O. The product is [CH2:31]([O:33][C:34]([C:36]1[C:45](=[O:46])[C:44]2[C:39](=[C:40]([CH:49]=[O:50])[C:41]([NH:29][C@H:9]([CH2:10][OH:11])[CH2:8][CH2:7][C:6]([O:5][C:1]([CH3:2])([CH3:4])[CH3:3])=[O:30])=[C:42]([F:47])[CH:43]=2)[N:38]([CH:51]2[CH2:52][CH2:53]2)[CH:37]=1)=[O:35])[CH3:32]. The yield is 0.630.